Dataset: Drug-target binding data from BindingDB using IC50 measurements. Task: Regression. Given a target protein amino acid sequence and a drug SMILES string, predict the binding affinity score between them. We predict pIC50 (pIC50 = -log10(IC50 in M); higher means more potent). Dataset: bindingdb_ic50. (1) The drug is Cc1cn([C@H]2C[C@H](O)[C@@H](OC(C)(C)C)O2)c(=O)[nH]c1=O. The target protein (P04183) has sequence MSCINLPTVLPGSPSKTRGQIQVILGPMFSGKSTELMRRVRRFQIAQYKCLVIKYAKDTRYSSSFCTHDRNTMEALPACLLRDVAQEALGVAVIGIDEGQFFPDIVEFCEAMANAGKTVIVAALDGTFQRKPFGAILNLVPLAESVVKLTAVCMECFREAAYTKRLGTEKEVEVIGGADKYHSVCRLCYFKKASGQPAGPDNKENCPVPGKPGEAVAARKLFAPQQILQCSPAN. The pIC50 is 4.3. (2) The compound is OC[C@@H]1[C@@H](O)[C@H](O)[C@@H](O)CN1CCCCCOCc1ccc(-c2ccccc2)cc1. The target protein (P09848) has sequence MELSWHVVFIALLSFSCWGSDWESDRNFISTAGPLTNDLLHNLSGLLGDQSSNFVAGDKDMYVCHQPLPTFLPEYFSSLHASQITHYKVFLSWAQLLPAGSTQNPDEKTVQCYRRLLKALKTARLQPMVILHHQTLPASTLRRTEAFADLFADYATFAFHSFGDLVGIWFTFSDLEEVIKELPHQESRASQLQTLSDAHRKAYEIYHESYAFQGGKLSVVLRAEDIPELLLEPPISALAQDTVDFLSLDLSYECQNEASLRQKLSKLQTIEPKVKVFIFNLKLPDCPSTMKNPASLLFSLFEAINKDQVLTIGFDINEFLSCSSSSKKSMSCSLTGSLALQPDQQQDHETTDSSPASAYQRIWEAFANQSRAERDAFLQDTFPEGFLWGASTGAFNVEGGWAEGGRGVSIWDPRRPLNTTEGQATLEVASDSYHKVASDVALLCGLRAQVYKFSISWSRIFPMGHGSSPSLPGVAYYNKLIDRLQDAGIEPMATLFHWDL.... The pIC50 is 4.7.